Dataset: Catalyst prediction with 721,799 reactions and 888 catalyst types from USPTO. Task: Predict which catalyst facilitates the given reaction. (1) Reactant: C[Si]([N-:5][Si](C)(C)C)(C)C.[Li+].[Cl:11][C:12]1[C:19]([Cl:20])=[CH:18][CH:17]=[CH:16][C:13]=1[CH:14]=O.C([Li])CCC.[CH3:26][C:27]1[CH:36]=[C:35]([CH3:37])[C:34]2[C:29](=[CH:30][CH:31]=[CH:32][CH:33]=2)[N:28]=1. The catalyst class is: 188. Product: [Cl:11][C:12]1[C:19]([Cl:20])=[CH:18][CH:17]=[CH:16][C:13]=1[CH:14]([NH2:5])[CH2:26][C:27]1[CH:36]=[C:35]([CH3:37])[C:34]2[C:29](=[CH:30][CH:31]=[CH:32][CH:33]=2)[N:28]=1. (2) Reactant: [C:1]([O:5][C:6]([NH:8][C@@H:9]([C:26]1[CH:31]=[CH:30][CH:29]=[CH:28][CH:27]=1)[C:10]1[CH:11]=[C:12]([CH:23]=[CH:24][CH:25]=1)[O:13][CH2:14][C:15]1[O:16][CH:17]=[C:18]([C:20]([OH:22])=[O:21])[N:19]=1)=[O:7])([CH3:4])([CH3:3])[CH3:2].[Cl:32][C:33]1[CH:34]=[N+:35]([O-:53])[CH:36]=[C:37]([Cl:52])[C:38]=1[CH2:39][C@@H:40]([C:42]1[CH:47]=[CH:46][C:45]([O:48][CH3:49])=[C:44]([O:50][CH3:51])[CH:43]=1)O.CCN=C=NCCCN(C)C.Cl. Product: [Cl:52][C:37]1[CH:36]=[N+:35]([O-:53])[CH:34]=[C:33]([Cl:32])[C:38]=1[CH2:39][C@H:40]([O:21][C:20]([C:18]1[N:19]=[C:15]([CH2:14][O:13][C:12]2[CH:23]=[CH:24][CH:25]=[C:10]([C@@H:9]([NH:8][C:6]([O:5][C:1]([CH3:4])([CH3:2])[CH3:3])=[O:7])[C:26]3[CH:31]=[CH:30][CH:29]=[CH:28][CH:27]=3)[CH:11]=2)[O:16][CH:17]=1)=[O:22])[C:42]1[CH:47]=[CH:46][C:45]([O:48][CH3:49])=[C:44]([O:50][CH3:51])[CH:43]=1. The catalyst class is: 239. (3) Reactant: [CH2:1]([O:8][CH2:9][C:10]1[C@H:11]([OH:34])[CH2:12][C@H:13]([C:15]2[N:23]3[C:18]([C:19]([NH:24][C@@H:25]4[C:33]5[C:28](=[CH:29][CH:30]=[CH:31][CH:32]=5)[CH2:27][CH2:26]4)=[N:20][CH:21]=[N:22]3)=[CH:17][CH:16]=2)[CH:14]=1)[C:2]1[CH:7]=[CH:6][CH:5]=[CH:4][CH:3]=1.N(C(OCC)=O)=NC(OCC)=O.C1(P(C2C=CC=CC=2)C2C=CC=CC=2)C=CC=CC=1.[C:66](O)(=[O:73])[C:67]1[CH:72]=[CH:71][CH:70]=[CH:69][CH:68]=1. Product: [CH2:1]([O:8][CH2:9][C:10]1[C@@H:11]([O:34][C:66](=[O:73])[C:67]2[CH:72]=[CH:71][CH:70]=[CH:69][CH:68]=2)[CH2:12][C@H:13]([C:15]2[N:23]3[C:18]([C:19]([NH:24][C@@H:25]4[C:33]5[C:28](=[CH:29][CH:30]=[CH:31][CH:32]=5)[CH2:27][CH2:26]4)=[N:20][CH:21]=[N:22]3)=[CH:17][CH:16]=2)[CH:14]=1)[C:2]1[CH:3]=[CH:4][CH:5]=[CH:6][CH:7]=1. The catalyst class is: 1. (4) Reactant: [Cl:1][C:2]1[CH:10]=[C:9]([NH:11][CH:12]([CH3:14])[CH3:13])[C:5]([C:6]([OH:8])=O)=[CH:4][N:3]=1.[NH2:15][CH2:16][C@@H:17]([F:22])[C:18]([CH3:21])([OH:20])[CH3:19].CN(C(ON1N=NC2C=CC=NC1=2)=[N+](C)C)C.F[P-](F)(F)(F)(F)F.CCN(C(C)C)C(C)C. Product: [Cl:1][C:2]1[CH:10]=[C:9]([NH:11][CH:12]([CH3:14])[CH3:13])[C:5]([C:6]([NH:15][CH2:16][C@@H:17]([F:22])[C:18]([OH:20])([CH3:21])[CH3:19])=[O:8])=[CH:4][N:3]=1. The catalyst class is: 39. (5) Reactant: Br[C:2]1[CH:3]=[N:4][C:5]([O:8][CH2:9][CH:10]2[CH2:15][CH2:14][N:13]([CH2:16][C:17]3([C:21]([F:24])([F:23])[F:22])[CH2:20][CH2:19][CH2:18]3)[CH2:12][CH2:11]2)=[N:6][CH:7]=1.[F:25][C:26]1[CH:31]=[C:30]([C:32]([O:34][CH3:35])=[O:33])[CH:29]=[CH:28][C:27]=1B(O)O.C([O-])([O-])=O.[Cs+].[Cs+].O1CCOCC1. Product: [F:25][C:26]1[CH:31]=[C:30]([CH:29]=[CH:28][C:27]=1[C:2]1[CH:3]=[N:4][C:5]([O:8][CH2:9][CH:10]2[CH2:15][CH2:14][N:13]([CH2:16][C:17]3([C:21]([F:24])([F:23])[F:22])[CH2:20][CH2:19][CH2:18]3)[CH2:12][CH2:11]2)=[N:6][CH:7]=1)[C:32]([O:34][CH3:35])=[O:33]. The catalyst class is: 6. (6) Reactant: [Li+].CCC[CH2-].[CH3:6][C:7]1[S:8][CH:9]=[CH:10][N:11]=1.[CH2:12]([Sn:16](Cl)([CH2:21][CH2:22][CH2:23][CH3:24])[CH2:17][CH2:18][CH2:19][CH3:20])[CH2:13][CH2:14][CH3:15]. Product: [CH3:6][C:7]1[S:8][C:9]([Sn:16]([CH2:17][CH2:18][CH2:19][CH3:20])([CH2:21][CH2:22][CH2:23][CH3:24])[CH2:12][CH2:13][CH2:14][CH3:15])=[CH:10][N:11]=1. The catalyst class is: 1.